This data is from Peptide-MHC class I binding affinity with 185,985 pairs from IEDB/IMGT. The task is: Regression. Given a peptide amino acid sequence and an MHC pseudo amino acid sequence, predict their binding affinity value. This is MHC class I binding data. (1) The MHC is HLA-A11:01 with pseudo-sequence HLA-A11:01. The peptide sequence is AASCGGAVF. The binding affinity (normalized) is 0. (2) The peptide sequence is DISPTNIPL. The MHC is HLA-B27:05 with pseudo-sequence HLA-B27:05. The binding affinity (normalized) is 0.0847.